Dataset: Reaction yield outcomes from USPTO patents with 853,638 reactions. Task: Predict the reaction yield, written as a fraction of the theoretical maximum amount of product (1.0 means a 100% yield; for example, 0.34 means a 34% yield). (1) The reactants are C[Si](Cl)(C)C.BrCCBr.I[CH:11]1[CH2:16][CH2:15][N:14]([C:17]([O:19][C:20]([CH3:23])([CH3:22])[CH3:21])=[O:18])[CH2:13][CH2:12]1.Br[C:25]1[CH:33]=[CH:32][CH:28]2[CH:29]=[CH:30][O:31][CH:27]2[CH:26]=1.Br[C:35]1[CH:40]2[CH:41]=[CH:42][O:43][CH:39]2[CH:38]=[CH:37][CH:36]=1. The catalyst is CC(N(C)C)=O.[Zn].[Cu]I.C1C=CC(P(C2C=CC=CC=2)[C-]2C=CC=C2)=CC=1.C1C=CC(P(C2C=CC=CC=2)[C-]2C=CC=C2)=CC=1.Cl[Pd]Cl.[Fe+2]. The product is [O:31]1[C:27]2[CH:26]=[C:25]([CH:11]3[CH2:16][CH2:15][N:14]([C:17]([O:19][C:20]([CH3:23])([CH3:22])[CH3:21])=[O:18])[CH2:13][CH2:12]3)[CH:33]=[CH:32][C:28]=2[CH:29]=[CH:30]1.[O:43]1[C:39]2[CH:38]=[CH:37][CH:36]=[C:35]([CH:11]3[CH2:16][CH2:15][N:14]([C:17]([O:19][C:20]([CH3:23])([CH3:22])[CH3:21])=[O:18])[CH2:13][CH2:12]3)[C:40]=2[CH:41]=[CH:42]1. The yield is 0.0600. (2) The reactants are [CH3:1][N:2]1[C@@H:12]2[CH2:13][C:14]3[CH:19]=[CH:18][C:17]([O:20][CH3:21])=[C:16]4[O:22][CH:6]5[C:7]([CH:9]=[CH:10][C@:11]2([OH:23])[C@:5]5([C:15]=34)[CH2:4][CH2:3]1)=[O:8]. The catalyst is [Pd]. The product is [CH3:1][N:2]1[C@@H:12]2[CH2:13][C:14]3[CH:19]=[CH:18][C:17]([O:20][CH3:21])=[C:16]4[O:22][C@H:6]5[C:7]([CH2:9][CH2:10][C@:11]2([OH:23])[C@:5]5([C:15]=34)[CH2:4][CH2:3]1)=[O:8]. The yield is 0.850. (3) The reactants are Br[C:2]1[CH:7]=[CH:6][C:5]([C:8]2([F:15])[CH2:13][CH2:12][N:11]([CH3:14])[CH2:10][CH2:9]2)=[CH:4][CH:3]=1.[C:16](=[NH:29])([C:23]1[CH:28]=[CH:27][CH:26]=[CH:25][CH:24]=1)[C:17]1[CH:22]=[CH:21][CH:20]=[CH:19][CH:18]=1.C(=O)([O-])[O-].[Cs+].[Cs+]. The catalyst is O1CCOCC1.C1C=CC(/C=C/C(/C=C/C2C=CC=CC=2)=O)=CC=1.C1C=CC(/C=C/C(/C=C/C2C=CC=CC=2)=O)=CC=1.C1C=CC(/C=C/C(/C=C/C2C=CC=CC=2)=O)=CC=1.[Pd].[Pd].CC1(C)C2C(=C(P(C3C=CC=CC=3)C3C=CC=CC=3)C=CC=2)OC2C(P(C3C=CC=CC=3)C3C=CC=CC=3)=CC=CC1=2. The product is [C:16](=[N:29][C:2]1[CH:7]=[CH:6][C:5]([C:8]2([F:15])[CH2:13][CH2:12][N:11]([CH3:14])[CH2:10][CH2:9]2)=[CH:4][CH:3]=1)([C:23]1[CH:24]=[CH:25][CH:26]=[CH:27][CH:28]=1)[C:17]1[CH:22]=[CH:21][CH:20]=[CH:19][CH:18]=1. The yield is 0.910. (4) The yield is 0.920. The product is [Cl:25][C:17]1[C:18]2[CH:24]=[CH:23][CH:22]=[CH:21][C:19]=2[S:20][C:16]=1[CH2:15][O:14][C:10]1[CH:11]=[CH:12][CH:13]=[C:4]([C:3]([OH:26])=[O:2])[C:5]=1[C:6]([OH:8])=[O:7]. The catalyst is [OH-].[Na+]. The reactants are C[O:2][C:3](=[O:26])[C:4]1[C:5](=[C:10]([O:14][CH2:15][C:16]2[S:20][C:19]3[CH:21]=[CH:22][CH:23]=[CH:24][C:18]=3[C:17]=2[Cl:25])[CH:11]=[CH:12][CH:13]=1)[C:6]([O:8]C)=[O:7]. (5) The reactants are C(N(C(C)C)CC)(C)C.C[Si]([N:14]=[C:15]=[O:16])(C)C.[OH:17][CH:18]([CH2:34][N:35]1[C:43]2[CH2:42][CH2:41][NH:40][CH2:39][C:38]=2[C:37]([C:44]2[CH:49]=[CH:48][C:47]([I:50])=[CH:46][CH:45]=2)=[N:36]1)[CH2:19][N:20]1[CH2:25][CH2:24][N:23]([C:26]2[CH:33]=[CH:32][CH:31]=[CH:30][C:27]=2[C:28]#[N:29])[CH2:22][CH2:21]1. The catalyst is CN(C1C=CN=CC=1)C.N1C=CC=CC=1.C(Cl)Cl. The product is [C:28]([C:27]1[CH:30]=[CH:31][CH:32]=[CH:33][C:26]=1[N:23]1[CH2:22][CH2:21][N:20]([CH2:19][CH:18]([OH:17])[CH2:34][N:35]2[C:43]3[CH2:42][CH2:41][N:40]([C:15]([NH2:14])=[O:16])[CH2:39][C:38]=3[C:37]([C:44]3[CH:49]=[CH:48][C:47]([I:50])=[CH:46][CH:45]=3)=[N:36]2)[CH2:25][CH2:24]1)#[N:29]. The yield is 0.780. (6) The reactants are [N+:1]([C:4]1[CH:9]=[CH:8][C:7]([C:10]2[O:11][C:12]3[CH:17]=[CH:16][N:15]=[CH:14][C:13]=3[N:18]=2)=[CH:6][CH:5]=1)([O-])=O.[NH4+].[Cl-].C(OCC)(=O)C.CCN(CC)CC. The catalyst is CO.O.[Fe]. The product is [O:11]1[C:12]2[CH:17]=[CH:16][N:15]=[CH:14][C:13]=2[N:18]=[C:10]1[C:7]1[CH:6]=[CH:5][C:4]([NH2:1])=[CH:9][CH:8]=1. The yield is 0.620. (7) The reactants are [C:1]([CH2:3][CH2:4][CH2:5][CH2:6][CH2:7][NH:8][C:9]([NH:11][C@@:12]([C:27]1[CH:32]=[C:31]([O:33][C:34]([F:39])([F:38])[CH:35]([F:37])[F:36])[CH:30]=[C:29]([F:40])[CH:28]=1)([C:20]1[CH:25]=[CH:24][C:23]([F:26])=[CH:22][CH:21]=1)[CH2:13][C:14]1[CH:19]=[CH:18][CH:17]=[CH:16][CH:15]=1)=[O:10])#[N:2].[Si]([N:45]=[N+:46]=[N-:47])(C)(C)C. The catalyst is COCCOC. The product is [N:2]1[NH:45][N:46]=[N:47][C:1]=1[CH2:3][CH2:4][CH2:5][CH2:6][CH2:7][NH:8][C:9]([NH:11][C@@:12]([C:27]1[CH:32]=[C:31]([O:33][C:34]([F:38])([F:39])[CH:35]([F:36])[F:37])[CH:30]=[C:29]([F:40])[CH:28]=1)([C:20]1[CH:25]=[CH:24][C:23]([F:26])=[CH:22][CH:21]=1)[CH2:13][C:14]1[CH:15]=[CH:16][CH:17]=[CH:18][CH:19]=1)=[O:10]. The yield is 0.470. (8) The reactants are [C:1]([O:12][CH3:13])(=[O:11])[C:2]1[CH:10]=[CH:9][C:7]([OH:8])=[C:4]([O:5][CH3:6])[CH:3]=1.Br[CH2:15][CH2:16][O:17][CH3:18].C([O-])([O-])=O.[K+].[K+]. The catalyst is CN(C=O)C. The product is [CH3:6][O:5][C:4]1[CH:3]=[C:2]([CH:10]=[CH:9][C:7]=1[O:8][CH2:15][CH2:16][O:17][CH3:18])[C:1]([O:12][CH3:13])=[O:11]. The yield is 0.998. (9) The reactants are [C:1]([C:5]1[C:6]([OH:14])=[C:7]([CH:11]=[CH:12][CH:13]=1)[CH:8]=[N:9]O)([CH3:4])([CH3:3])[CH3:2]. The catalyst is CCOC(C)=O.CO.[Pd]. The product is [NH2:9][CH2:8][C:7]1[CH:11]=[CH:12][CH:13]=[C:5]([C:1]([CH3:3])([CH3:2])[CH3:4])[C:6]=1[OH:14]. The yield is 0.230.